Task: Predict which catalyst facilitates the given reaction.. Dataset: Catalyst prediction with 721,799 reactions and 888 catalyst types from USPTO (1) Reactant: [F:1][C:2]1([F:30])[CH2:8][N:7]([CH:9]([CH3:11])[CH3:10])[C:6]2[N:12]=[C:13]([NH:16][C:17]3[CH:25]=[CH:24][C:20]([C:21](O)=[O:22])=[CH:19][C:18]=3[O:26][CH3:27])[N:14]=[CH:15][C:5]=2[N:4]([CH3:28])[C:3]1=[O:29].C(N(C(C)C)C(C)C)C.[O:40]1[CH2:45][CH2:44][CH:43]([NH2:46])[CH2:42][CH2:41]1. Product: [F:30][C:2]1([F:1])[CH2:8][N:7]([CH:9]([CH3:11])[CH3:10])[C:6]2[N:12]=[C:13]([NH:16][C:17]3[CH:25]=[CH:24][C:20]([C:21]([NH:46][CH:43]4[CH2:44][CH2:45][O:40][CH2:41][CH2:42]4)=[O:22])=[CH:19][C:18]=3[O:26][CH3:27])[N:14]=[CH:15][C:5]=2[N:4]([CH3:28])[C:3]1=[O:29]. The catalyst class is: 9. (2) Reactant: [C:1](Cl)(=[O:8])[C:2]1[CH:7]=[CH:6][CH:5]=[CH:4][CH:3]=1.N1C=CC=CC=1.[NH2:16][C:17]1[CH:38]=[CH:37][C:20]([CH2:21][O:22][C:23]2[CH:24]=[C:25]3[C:30](=[CH:31][CH:32]=2)[CH2:29][CH:28]([CH2:33][N:34]([CH3:36])[CH3:35])[CH2:27][CH2:26]3)=[CH:19][CH:18]=1.C(=O)([O-])[O-].[K+].[K+]. Product: [C:1]([NH:16][C:17]1[CH:38]=[CH:37][C:20]([CH2:21][O:22][C:23]2[CH:24]=[C:25]3[C:30](=[CH:31][CH:32]=2)[CH2:29][CH:28]([CH2:33][N:34]([CH3:35])[CH3:36])[CH2:27][CH2:26]3)=[CH:19][CH:18]=1)(=[O:8])[C:2]1[CH:7]=[CH:6][CH:5]=[CH:4][CH:3]=1. The catalyst class is: 13. (3) Reactant: C(/C(/[CH:11]=[CH:12]/[C:13](/[C:21]#[N:22])=[C:14](\O)/[C:15]([O:17][CH2:18][CH3:19])=[O:16])=C(/O)\C(OCC)=O)#N.[CH2:23]([NH2:30])[C:24]1[CH:29]=[CH:28][CH:27]=[CH:26][CH:25]=1. Product: [CH2:23]([N:30]1[CH:11]=[CH:12][C:13]([C:21]#[N:22])=[C:14]1[C:15]([O:17][CH2:18][CH3:19])=[O:16])[C:24]1[CH:29]=[CH:28][CH:27]=[CH:26][CH:25]=1. The catalyst class is: 42. (4) Reactant: [CH3:1][CH:2]([CH3:36])[C@H:3]([NH:31][C:32](=[O:35])[O:33][CH3:34])[C:4](=[O:30])[N:5]1[CH2:9][CH2:8][CH2:7][C@H:6]1[C:10]1[NH:11][C:12]([C:15]2[CH:20]=[CH:19][C:18](B3OC(C)(C)C(C)(C)O3)=[CH:17][CH:16]=2)=[CH:13][N:14]=1.[Br:37][C:38]1[CH:39]=[C:40]2[C:45](=[CH:46][CH:47]=1)[N:44]=[C:43](Cl)[CH:42]=[N:41]2.C(=O)([O-])[O-].[Cs+].[Cs+].O1CCOCC1. Product: [Br:37][C:38]1[CH:39]=[C:40]2[C:45](=[CH:46][CH:47]=1)[N:44]=[C:43]([C:18]1[CH:17]=[CH:16][C:15]([C:12]3[NH:11][C:10]([C@@H:6]4[CH2:7][CH2:8][CH2:9][N:5]4[C:4](=[O:30])[C@@H:3]([NH:31][C:32](=[O:35])[O:33][CH3:34])[CH:2]([CH3:36])[CH3:1])=[N:14][CH:13]=3)=[CH:20][CH:19]=1)[CH:42]=[N:41]2. The catalyst class is: 103. (5) Reactant: [C:1]1(=[O:7])[CH2:5][CH2:4][C:3](=[O:6])[CH2:2]1.C1(C)C=CC=CC=1.C([O-])(=O)C.C([O-])(=O)C.C([O-])(=O)C.[Br:27][C:28]1[CH:29]=[CH:30][C:31]([CH:35]2[CH2:37][CH2:36]2)=[C:32]([Pb+3])[CH:33]=1.Cl. Product: [Br:27][C:28]1[CH:33]=[CH:32][C:31]([CH:35]2[CH2:37][CH2:36]2)=[C:30]([CH:2]2[C:3](=[O:6])[CH2:4][CH2:5][C:1]2=[O:7])[CH:29]=1. The catalyst class is: 452. (6) Reactant: Cl[CH2:2][C:3]1[CH:4]=[CH:5][C:6]([O:11][C:12]2[CH:17]=[CH:16][C:15]([F:18])=[C:14]([C:19]([F:22])([F:21])[F:20])[CH:13]=2)=[C:7]([CH:10]=1)[C:8]#[N:9].[CH3:23][O:24][C:25]1[N:30]=[CH:29][C:28]([CH2:31][C:32]2[C:33](=[O:39])[NH:34][C:35](=[S:38])[NH:36][CH:37]=2)=[CH:27][N:26]=1.C([O-])([O-])=O.[K+].[K+]. Product: [F:18][C:15]1[CH:16]=[CH:17][C:12]([O:11][C:6]2[CH:5]=[CH:4][C:3]([CH2:2][S:38][C:35]3[NH:36][CH:37]=[C:32]([CH2:31][C:28]4[CH:29]=[N:30][C:25]([O:24][CH3:23])=[N:26][CH:27]=4)[C:33](=[O:39])[N:34]=3)=[CH:10][C:7]=2[C:8]#[N:9])=[CH:13][C:14]=1[C:19]([F:22])([F:21])[F:20]. The catalyst class is: 3. (7) Reactant: F[P-](F)(F)(F)(F)F.N1(O[P+](N(C)C)(N(C)C)N(C)C)C2C=CC=CC=2N=N1.[NH2:28][C@H:29]1[CH2:35][O:34][C:33]2[CH:36]=[CH:37][CH:38]=[CH:39][C:32]=2[N:31]([CH2:40][C:41]2[C:49]3[C:44](=[CH:45][CH:46]=[CH:47][CH:48]=3)[N:43]([C:50]3[CH:57]=[CH:56][CH:55]=[CH:54][C:51]=3[C:52]#[N:53])[N:42]=2)[C:30]1=[O:58].[C:59]([O:63][C:64]([NH:66][C@@H:67]([CH3:71])[C:68](O)=[O:69])=[O:65])([CH3:62])([CH3:61])[CH3:60].CCN(C(C)C)C(C)C. Product: [C:52]([C:51]1[CH:54]=[CH:55][CH:56]=[CH:57][C:50]=1[N:43]1[C:44]2[C:49](=[CH:48][CH:47]=[CH:46][CH:45]=2)[C:41]([CH2:40][N:31]2[C:30](=[O:58])[C@@H:29]([NH:28][C:68](=[O:69])[C@@H:67]([NH:66][C:64](=[O:65])[O:63][C:59]([CH3:61])([CH3:60])[CH3:62])[CH3:71])[CH2:35][O:34][C:33]3[CH:36]=[CH:37][CH:38]=[CH:39][C:32]2=3)=[N:42]1)#[N:53]. The catalyst class is: 220. (8) Reactant: C(OC)(=O)C1C(=CC=CC=1)N.[CH3:12][O:13][C:14](=[O:41])[C:15]1[CH:20]=[CH:19][CH:18]=[CH:17][C:16]=1[N:21]1[C:25]([CH3:26])=[CH:24][C:23]([C:27](=[O:39])[NH:28][C:29]2[CH:34]=[CH:33][C:32]([S:35]([CH3:38])(=[O:37])=[O:36])=[CH:31][CH:30]=2)=[C:22]1[CH3:40].[Li+].[OH-]. Product: [CH3:12][O:13][C:14](=[O:41])[C:15]1[CH:20]=[CH:19][CH:18]=[CH:17][C:16]=1[N:21]1[C:25]([CH3:26])=[CH:24][C:23]([C:27](=[O:39])[NH:28][C:29]2[CH:34]=[CH:33][C:32]([S:35]([CH3:38])(=[O:37])=[O:36])=[CH:31][CH:30]=2)=[C:22]1[CH3:40].[CH3:38][S:35]([C:32]1[CH:31]=[CH:30][C:29]([NH:28][C:27]([C:23]2[CH:24]=[C:25]([CH3:26])[N:21]([C:16]3[CH:17]=[CH:18][CH:19]=[CH:20][C:15]=3[C:14]([OH:41])=[O:13])[C:22]=2[CH3:40])=[O:39])=[CH:34][CH:33]=1)(=[O:37])=[O:36]. The catalyst class is: 200. (9) Reactant: C(OC([N:8]1[CH2:13][CH2:12][C:11]([CH2:21][N:22]([CH3:34])[C:23]([NH:25][C:26]2[CH:31]=[C:30]([Cl:32])[CH:29]=[C:28]([Cl:33])[CH:27]=2)=[O:24])([C:14]2[CH:19]=[CH:18][C:17]([I:20])=[CH:16][CH:15]=2)[CH2:10][CH2:9]1)=O)(C)(C)C.C(O)(C(F)(F)F)=O. Product: [Cl:33][C:28]1[CH:27]=[C:26]([NH:25][C:23](=[O:24])[N:22]([CH2:21][C:11]2([C:14]3[CH:15]=[CH:16][C:17]([I:20])=[CH:18][CH:19]=3)[CH2:12][CH2:13][NH:8][CH2:9][CH2:10]2)[CH3:34])[CH:31]=[C:30]([Cl:32])[CH:29]=1. The catalyst class is: 2.